This data is from Full USPTO retrosynthesis dataset with 1.9M reactions from patents (1976-2016). The task is: Predict the reactants needed to synthesize the given product. Given the product [C:1]([N:4]1[C:13]2[C:8](=[N:9][C:10]([N:30]3[CH2:35][CH2:34][O:33][CH2:32][CH2:31]3)=[CH:11][CH:12]=2)[C@H:7]([NH:15][C:16](=[O:25])[O:17][CH2:18][C:19]2[CH:24]=[CH:23][CH:22]=[CH:21][CH:20]=2)[C@@H:6]([CH3:26])[C@@H:5]1[CH:27]1[CH2:29][CH2:28]1)(=[O:3])[CH3:2], predict the reactants needed to synthesize it. The reactants are: [C:1]([N:4]1[C:13]2[C:8](=[N:9][C:10](Br)=[CH:11][CH:12]=2)[C@H:7]([NH:15][C:16](=[O:25])[O:17][CH2:18][C:19]2[CH:24]=[CH:23][CH:22]=[CH:21][CH:20]=2)[C@@H:6]([CH3:26])[C@@H:5]1[CH:27]1[CH2:29][CH2:28]1)(=[O:3])[CH3:2].[NH:30]1[CH2:35][CH2:34][O:33][CH2:32][CH2:31]1.CC(C)([O-])C.[Na+].CN(C1C(C2C(P(C3CCCCC3)C3CCCCC3)=CC=CC=2)=CC=CC=1)C.